Dataset: Forward reaction prediction with 1.9M reactions from USPTO patents (1976-2016). Task: Predict the product of the given reaction. (1) Given the reactants [F:1][C:2]1[CH:7]=[CH:6][CH:5]=[C:4]([F:8])[C:3]=1[C:9](=O)[C:10]([C:15]1[CH:20]=[CH:19][N:18]=[CH:17][CH:16]=1)=[CH:11][N:12](C)C.O.NN.C([N:27](CC)CC)C, predict the reaction product. The product is: [F:1][C:2]1[CH:7]=[CH:6][CH:5]=[C:4]([F:8])[C:3]=1[C:9]1[C:10]([C:15]2[CH:20]=[CH:19][N:18]=[CH:17][CH:16]=2)=[CH:11][NH:12][N:27]=1. (2) Given the reactants C(OC([N:8]1[CH2:12][CH2:11][C@H:10]([C:13]2[CH:18]=[CH:17][CH:16]=[CH:15][CH:14]=2)[C@@H:9]1[CH2:19][OH:20])=O)(C)(C)C.C1COCC1.Cl.[OH-].[Na+], predict the reaction product. The product is: [C:13]1([C@H:10]2[CH2:11][CH2:12][NH:8][C@H:9]2[CH2:19][OH:20])[CH:14]=[CH:15][CH:16]=[CH:17][CH:18]=1.